Predict the product of the given reaction. From a dataset of Forward reaction prediction with 1.9M reactions from USPTO patents (1976-2016). (1) Given the reactants [CH3:1][O:2][C:3]1[CH:8]=[CH:7][C:6]([NH:9][S:10](Cl)(=[O:12])=[O:11])=[CH:5][CH:4]=1.C[Si](C)(C)[O:16][C:17]([CH3:19])=[CH2:18].C(N(CC)CC)C, predict the reaction product. The product is: [CH3:1][O:2][C:3]1[CH:8]=[CH:7][C:6]([NH:9][S:10]([CH2:18][C:17](=[O:16])[CH3:19])(=[O:12])=[O:11])=[CH:5][CH:4]=1. (2) The product is: [C:6]([C:5]1[CH:8]=[CH:9][C:2]2[NH:1][C:25]3[CH:26]([CH2:30][C:31]([O:33][CH3:34])=[O:32])[CH2:27][CH2:28][C:29]=3[C:3]=2[CH:4]=1)#[N:7]. Given the reactants [NH2:1][C:2]1[CH:9]=[CH:8][C:5]([C:6]#[N:7])=[CH:4][C:3]=1I.C(O[Si](OCC)(OCC)OCC)C.O=[C:25]1[CH2:29][CH2:28][CH2:27][CH:26]1[CH2:30][C:31]([O:33][CH3:34])=[O:32].C(N(C(C)C)C(C)C)C.Cl, predict the reaction product. (3) Given the reactants [F:1][CH:2]([F:12])[C:3]1[C:7]([C:8](Cl)=[O:9])=[CH:6][N:5]([CH3:11])[N:4]=1.[Cl:13][C:14]1[CH:19]=[C:18]([Cl:20])[CH:17]=[CH:16][C:15]=1[CH2:21][CH:22]([NH2:24])[CH3:23].C(N(CC)CC)C, predict the reaction product. The product is: [Cl:13][C:14]1[CH:19]=[C:18]([Cl:20])[CH:17]=[CH:16][C:15]=1[CH2:21][CH:22]([NH:24][C:8]([C:7]1[C:3]([CH:2]([F:12])[F:1])=[N:4][N:5]([CH3:11])[CH:6]=1)=[O:9])[CH3:23]. (4) Given the reactants [F:1][C:2]1[CH:60]=[CH:59][C:58]([F:61])=[CH:57][C:3]=1[O:4][CH2:5][CH2:6][CH2:7][O:8][C:9]1[CH:14]=[CH:13][C:12]([CH:15]2[CH2:20][CH2:19][N:18]([C:21]([O:23][CH2:24][C:25]3[CH:30]=[CH:29][CH:28]=[CH:27][CH:26]=3)=[O:22])[CH2:17][CH:16]2[O:31][CH2:32][C:33]2[CH:34]=[CH:35][C:36]3[O:41][CH2:40][C:39](=[O:42])[N:38]([CH2:43][CH2:44][O:45][Si](C(C)C)(C(C)C)C(C)C)[C:37]=3[CH:56]=2)=[CH:11][CH:10]=1.[F-].C([N+](CCCC)(CCCC)CCCC)CCC, predict the reaction product. The product is: [F:1][C:2]1[CH:60]=[CH:59][C:58]([F:61])=[CH:57][C:3]=1[O:4][CH2:5][CH2:6][CH2:7][O:8][C:9]1[CH:14]=[CH:13][C:12]([CH:15]2[CH2:20][CH2:19][N:18]([C:21]([O:23][CH2:24][C:25]3[CH:26]=[CH:27][CH:28]=[CH:29][CH:30]=3)=[O:22])[CH2:17][CH:16]2[O:31][CH2:32][C:33]2[CH:34]=[CH:35][C:36]3[O:41][CH2:40][C:39](=[O:42])[N:38]([CH2:43][CH2:44][OH:45])[C:37]=3[CH:56]=2)=[CH:11][CH:10]=1. (5) The product is: [ClH:32].[ClH:55].[CH3:33][C@H:34]1[CH2:35][NH:36][CH2:37][CH2:38][N:39]1[C:40]([C:42]1[CH:47]=[CH:46][CH:45]=[CH:44][N:43]=1)=[O:41]. Given the reactants C[C@@H]1NCCN(C(OC(C)(C)C)=O)C1.CCN(C(C)C)C(C)C.N1C=CC=CC=1C([Cl:32])=O.[CH3:33][C@@H:34]1[N:39]([C:40]([C:42]2[CH:47]=[CH:46][CH:45]=[CH:44][N:43]=2)=[O:41])[CH2:38][CH2:37][N:36](C(OC(C)(C)C)=O)[CH2:35]1.[ClH:55], predict the reaction product. (6) Given the reactants [N+:1]([C:4]1[CH:28]=[C:27]([O:29][CH3:30])[C:26]([O:31][CH3:32])=[CH:25][C:5]=1[C:6]1[O:7][C:8]2[C:13]([C:14](=[O:16])[CH:15]=1)=[C:12]([O:17][CH3:18])[C:11]([O:19][CH3:20])=[C:10]([O:21][CH3:22])[C:9]=2[O:23][CH3:24])([O-])=O, predict the reaction product. The product is: [NH2:1][C:4]1[CH:28]=[C:27]([O:29][CH3:30])[C:26]([O:31][CH3:32])=[CH:25][C:5]=1[C:6]1[O:7][C:8]2[C:13]([C:14](=[O:16])[CH:15]=1)=[C:12]([O:17][CH3:18])[C:11]([O:19][CH3:20])=[C:10]([O:21][CH3:22])[C:9]=2[O:23][CH3:24]. (7) Given the reactants [NH2:1][C:2]1[CH:3]=[C:4]([CH3:16])[CH:5]=[C:6]2[C:10]=1[NH:9][C:8]([C:11]([O:13][CH2:14][CH3:15])=[O:12])=[CH:7]2.[S:17]1[CH:21]=[CH:20][CH:19]=[C:18]1[S:22](Cl)(=[O:24])=[O:23], predict the reaction product. The product is: [CH3:16][C:4]1[CH:5]=[C:6]2[C:10](=[C:2]([NH:1][S:22]([C:18]3[S:17][CH:21]=[CH:20][CH:19]=3)(=[O:24])=[O:23])[CH:3]=1)[NH:9][C:8]([C:11]([O:13][CH2:14][CH3:15])=[O:12])=[CH:7]2. (8) Given the reactants N1(CCCCCCCCCCC(O)=O)C=CC=C1.[OH:19][N:20]1[C:24](=[O:25])[CH2:23][CH:22]([S:26]([OH:29])(=[O:28])=[O:27])[C:21]1=[O:30].C1(N=C=NC2CCCCC2)CCCCC1, predict the reaction product. The product is: [S:26]([C:22]1([S:26]([OH:29])(=[O:28])=[O:27])[CH2:23][C:24](=[O:25])[N:20]([OH:19])[C:21]1=[O:30])([OH:29])(=[O:27])=[O:28]. (9) Given the reactants [N:1]12[CH2:9][CH2:8][CH:5]([CH2:6][CH2:7]1)[N:4]([C:10]1[N:15]=[CH:14][C:13]([NH2:16])=[CH:12][CH:11]=1)[CH2:3][CH2:2]2.[CH3:17][O:18][C:19]1[CH:20]=[C:21]([CH:25]=[CH:26][CH:27]=1)[C:22]([Cl:24])=[O:23], predict the reaction product. The product is: [ClH:24].[N:1]12[CH2:7][CH2:6][CH:5]([CH2:8][CH2:9]1)[N:4]([C:10]1[N:15]=[CH:14][C:13]([NH:16][C:22](=[O:23])[C:21]3[CH:25]=[CH:26][CH:27]=[C:19]([O:18][CH3:17])[CH:20]=3)=[CH:12][CH:11]=1)[CH2:3][CH2:2]2.